From a dataset of Full USPTO retrosynthesis dataset with 1.9M reactions from patents (1976-2016). Predict the reactants needed to synthesize the given product. (1) Given the product [I:1][C:2]1[CH:3]=[CH:4][C:5]([C:8]2([NH2:9])[CH2:11][CH2:10]2)=[N:6][CH:7]=1, predict the reactants needed to synthesize it. The reactants are: [I:1][C:2]1[CH:3]=[CH:4][C:5]([C:8]#[N:9])=[N:6][CH:7]=1.[CH3:10][CH2:11][Mg+].[Br-]. (2) Given the product [C:38]([C:2]1[CH:18]=[CH:17][C:5]([O:6][CH2:7][CH2:8][CH2:9][CH2:10][CH2:11][C:12]([O:14][CH2:15][CH3:16])=[O:13])=[C:4]([CH2:19][N:20]([CH:34]([CH3:35])[CH3:36])[C:21](=[O:33])[C:22]2[CH:27]=[CH:26][C:25]([C:28]3[O:29][CH:30]=[CH:31][CH:32]=3)=[CH:24][CH:23]=2)[CH:3]=1)#[N:40], predict the reactants needed to synthesize it. The reactants are: Br[C:2]1[CH:18]=[CH:17][C:5]([O:6][CH2:7][CH2:8][CH2:9][CH2:10][CH2:11][C:12]([O:14][CH2:15][CH3:16])=[O:13])=[C:4]([CH2:19][N:20]([CH:34]([CH3:36])[CH3:35])[C:21](=[O:33])[C:22]2[CH:27]=[CH:26][C:25]([C:28]3[O:29][CH:30]=[CH:31][CH:32]=3)=[CH:24][CH:23]=2)[CH:3]=1.C[C:38]([N:40](C)C)=O.